Dataset: Full USPTO retrosynthesis dataset with 1.9M reactions from patents (1976-2016). Task: Predict the reactants needed to synthesize the given product. Given the product [C:1]1([CH2:7][CH2:8][CH2:9][C:10]([NH:51][C@H:50]2[CH2:49][NH:48][C:47]2=[O:46])=[O:12])[CH:2]=[CH:3][CH:4]=[CH:5][CH:6]=1, predict the reactants needed to synthesize it. The reactants are: [C:1]1([CH2:7][CH2:8][CH2:9][C:10]([OH:12])=O)[CH:6]=[CH:5][CH:4]=[CH:3][CH:2]=1.CCN(CC)CC.CN(C(ON1N=NC2C=CC=CC1=2)=[N+](C)C)C.[B-](F)(F)(F)F.C([O-])(=O)C.[O:46]=[C:47]1[C@@H:50]([NH3+:51])[CH2:49][NH:48]1.